This data is from Forward reaction prediction with 1.9M reactions from USPTO patents (1976-2016). The task is: Predict the product of the given reaction. (1) Given the reactants [F:1][C:2]1[CH:7]=[CH:6][C:5]([N:8]2[C:11](=[O:12])[C@H:10]([S:13][CH2:14][C:15]([C:17]3[CH:22]=[CH:21][C:20]([F:23])=[CH:19][CH:18]=3)=[O:16])[C@H:9]2[C:24]2[CH:39]=[CH:38][C:27]([O:28][CH2:29][C:30]([NH:32][C@@H:33]([C:35]([OH:37])=[O:36])[CH3:34])=[O:31])=[CH:26][CH:25]=2)=[CH:4][CH:3]=1.[BH4-].[Na+].C([O-])(=O)C.[NH4+].O, predict the reaction product. The product is: [F:1][C:2]1[CH:3]=[CH:4][C:5]([N:8]2[C:11](=[O:12])[C@H:10]([S:13][CH2:14][CH:15]([C:17]3[CH:18]=[CH:19][C:20]([F:23])=[CH:21][CH:22]=3)[OH:16])[C@H:9]2[C:24]2[CH:39]=[CH:38][C:27]([O:28][CH2:29][C:30]([NH:32][C@@H:33]([C:35]([OH:37])=[O:36])[CH3:34])=[O:31])=[CH:26][CH:25]=2)=[CH:6][CH:7]=1. (2) Given the reactants Br[C:2]1[CH:11]=[CH:10][C:5]2[C:6](=[O:9])[O:7][CH2:8][C:4]=2[C:3]=1[CH2:12][CH2:13][OH:14].[CH2:15]([Sn](CCCC)(CCCC)C=C)[CH2:16]CC.[Li+].[Cl-].CCOC(C)=O, predict the reaction product. The product is: [CH:15]([C:2]1[CH:11]=[CH:10][C:5]2[C:6](=[O:9])[O:7][CH2:8][C:4]=2[C:3]=1[CH2:12][CH2:13][OH:14])=[CH2:16]. (3) Given the reactants [O:1]1[CH2:6][CH2:5][NH:4][C:3]2[CH:7]=[N:8][CH:9]=[CH:10][C:2]1=2.[Cl:11][C:12]1[CH:13]=[C:14]([CH:18]=[CH:19][C:20]=1[O:21][CH3:22])[C:15](Cl)=[O:16].C(N(CC)CC)C.Cl, predict the reaction product. The product is: [Cl:11][C:12]1[CH:13]=[C:14]([C:15]([N:4]2[CH2:5][CH2:6][O:1][C:2]3[CH:10]=[CH:9][N:8]=[CH:7][C:3]2=3)=[O:16])[CH:18]=[CH:19][C:20]=1[O:21][CH3:22]. (4) Given the reactants [OH:1][C:2]1[C:11]([CH2:12][OH:13])=[C:10]2[C:5]([C:6](=[O:24])[N:7]([C:17]3[CH:22]=[CH:21][C:20]([CH3:23])=[CH:19][CH:18]=3)[C:8]([CH:14]([CH3:16])[CH3:15])=[N:9]2)=[CH:4][CH:3]=1.[CH3:25]O, predict the reaction product. The product is: [OH:1][C:2]1[C:11]([CH2:12][O:13][CH3:25])=[C:10]2[C:5]([C:6](=[O:24])[N:7]([C:17]3[CH:18]=[CH:19][C:20]([CH3:23])=[CH:21][CH:22]=3)[C:8]([CH:14]([CH3:16])[CH3:15])=[N:9]2)=[CH:4][CH:3]=1.